This data is from Reaction yield outcomes from USPTO patents with 853,638 reactions. The task is: Predict the reaction yield, written as a fraction of the theoretical maximum amount of product (1.0 means a 100% yield; for example, 0.34 means a 34% yield). (1) The reactants are Br[C:2]1[CH:3]=[C:4]([NH:8][C:9]([N:11]2[CH2:16][CH2:15][N:14]([C:17]([O:19][C:20]([CH3:23])([CH3:22])[CH3:21])=[O:18])[CH2:13][CH:12]2[CH2:24]O)=[O:10])[CH:5]=[CH:6][CH:7]=1.[OH-:26].[K+].C(P(C(C)(C)C)C1C=CC=CC=1C1C(C(C)C)=CC(C(C)C)=CC=1C(C)C)(C)(C)C.Cl. The catalyst is O1CCOCC1.O.C1C=CC(/C=C/C(/C=C/C2C=CC=CC=2)=O)=CC=1.C1C=CC(/C=C/C(/C=C/C2C=CC=CC=2)=O)=CC=1.C1C=CC(/C=C/C(/C=C/C2C=CC=CC=2)=O)=CC=1.[Pd].[Pd].O. The product is [OH:26][C:2]1[CH:3]=[C:4]([N:8]2[CH2:24][CH:12]3[CH2:13][N:14]([C:17]([O:19][C:20]([CH3:22])([CH3:21])[CH3:23])=[O:18])[CH2:15][CH2:16][N:11]3[C:9]2=[O:10])[CH:5]=[CH:6][CH:7]=1. The yield is 0.780. (2) The catalyst is CN(C)C=O. The yield is 0.693. The reactants are CCN=C=NCCCN(C)C.Cl.[C:13]([O:16][C:17]1[CH:25]=[CH:24][C:23]([Cl:26])=[CH:22][C:18]=1[C:19]([OH:21])=O)(=[O:15])[CH3:14].Cl.[NH2:28][CH2:29][C:30]([NH:32][C:33]1[CH:38]=[C:37]([C:39]([F:42])([F:41])[F:40])[CH:36]=[C:35]([C:43]([F:46])([F:45])[F:44])[CH:34]=1)=[O:31].ON1C2C=CC=CC=2N=N1.Cl. The product is [C:13]([O:16][C:17]1[CH:25]=[CH:24][C:23]([Cl:26])=[CH:22][C:18]=1[C:19]([NH:28][CH2:29][C:30](=[O:31])[NH:32][C:33]1[CH:38]=[C:37]([C:39]([F:42])([F:41])[F:40])[CH:36]=[C:35]([C:43]([F:44])([F:45])[F:46])[CH:34]=1)=[O:21])(=[O:15])[CH3:14]. (3) The reactants are [CH3:1][C:2]1[O:6][N:5]=[C:4]([C:7]2[CH:12]=[CH:11][CH:10]=[CH:9][CH:8]=2)[C:3]=1[CH2:13][O:14][C:15]1[CH:23]=[CH:22][C:18]([C:19]([OH:21])=O)=[CH:17][N:16]=1.F[B-](F)(F)F.N1(OC(N(C)C)=[N+](C)C)C2C=CC=CC=2N=N1.C(N(CC)C(C)C)(C)C.[F:55][C:56]([F:60])([F:59])[CH2:57][NH2:58]. The catalyst is CN(C=O)C. The product is [CH3:1][C:2]1[O:6][N:5]=[C:4]([C:7]2[CH:8]=[CH:9][CH:10]=[CH:11][CH:12]=2)[C:3]=1[CH2:13][O:14][C:15]1[CH:23]=[CH:22][C:18]([C:19]([NH:58][CH2:57][C:56]([F:60])([F:59])[F:55])=[O:21])=[CH:17][N:16]=1. The yield is 0.840. (4) The reactants are [C:1]([O:5][C:6](=[O:12])[NH:7][O:8][CH2:9][CH2:10]Br)([CH3:4])([CH3:3])[CH3:2].[NH:13]1[CH2:18][CH2:17][O:16][CH2:15][CH2:14]1. The catalyst is CN(C=O)C.CCOC(C)=O. The product is [C:1]([O:5][C:6](=[O:12])[NH:7][O:8][CH2:9][CH2:10][N:13]1[CH2:18][CH2:17][O:16][CH2:15][CH2:14]1)([CH3:4])([CH3:3])[CH3:2]. The yield is 0.460. (5) The reactants are [Br:1][C:2]1[CH:7]=[CH:6][C:5]([S:8]([N:11]2[CH2:18][CH2:17][C:14]3([O:16][CH2:15]3)[CH2:13][CH2:12]2)(=[O:10])=[O:9])=[CH:4][CH:3]=1.[C:19]([NH2:23])([CH3:22])([CH3:21])[CH3:20].[Al]. The product is [Br:1][C:2]1[CH:7]=[CH:6][C:5]([S:8]([N:11]2[CH2:18][CH2:17][C:14]([CH2:15][NH:23][C:19]([CH3:22])([CH3:21])[CH3:20])([OH:16])[CH2:13][CH2:12]2)(=[O:10])=[O:9])=[CH:4][CH:3]=1. The yield is 0.900. The catalyst is C(O)C. (6) The reactants are [NH:1]1[C:9]2[C:4](=[CH:5][CH:6]=[CH:7][CH:8]=2)[C:3](/[CH:10]=[C:11]2\[O:12][C:13]3[C:20]([C:21]#[C:22][CH2:23][CH:24]4[CH2:29][CH2:28][N:27](C(OC(C)(C)C)=O)[CH2:26][CH2:25]4)=[C:19]([O:37][CH3:38])[CH:18]=[CH:17][C:14]=3[C:15]\2=[O:16])=[N:2]1.Cl. The catalyst is C(Cl)Cl.O1CCOCC1. The product is [NH:1]1[C:9]2[C:4](=[CH:5][CH:6]=[CH:7][CH:8]=2)[C:3](/[CH:10]=[C:11]2\[O:12][C:13]3[C:20]([C:21]#[C:22][CH2:23][CH:24]4[CH2:29][CH2:28][NH:27][CH2:26][CH2:25]4)=[C:19]([O:37][CH3:38])[CH:18]=[CH:17][C:14]=3[C:15]\2=[O:16])=[N:2]1. The yield is 0.520.